From a dataset of Forward reaction prediction with 1.9M reactions from USPTO patents (1976-2016). Predict the product of the given reaction. Given the reactants [CH3:1][O:2][C:3]1[CH:4]=[C:5]2[C:9](=[CH:10][CH:11]=1)[N:8]([CH3:12])[CH:7]=[C:6]2[C:13]1[N:22]([CH2:23][O:24][CH2:25][CH2:26][Si:27]([CH3:30])([CH3:29])[CH3:28])[C:16]2=[N:17][CH:18]=[C:19]([NH2:21])[N:20]=[C:15]2[CH:14]=1.Cl[CH2:32][CH:33]=O, predict the reaction product. The product is: [CH3:1][O:2][C:3]1[CH:4]=[C:5]2[C:9](=[CH:10][CH:11]=1)[N:8]([CH3:12])[CH:7]=[C:6]2[C:13]1[N:22]([CH2:23][O:24][CH2:25][CH2:26][Si:27]([CH3:29])([CH3:28])[CH3:30])[C:16]2[N:17]=[CH:18][C:19]3[N:20]([CH:32]=[CH:33][N:21]=3)[C:15]=2[CH:14]=1.